This data is from Catalyst prediction with 721,799 reactions and 888 catalyst types from USPTO. The task is: Predict which catalyst facilitates the given reaction. (1) Reactant: O.O.O.O.O.O.[N+:7]([O-:10])([O-:9])=[O:8].[Ni+2:11].[N+:12]([O-:15])([O-:14])=[O:13]. Product: [N+:7]([O-:10])([O-:9])=[O:8].[Ni+2:11].[N+:12]([O-:15])([O-:14])=[O:13]. The catalyst class is: 6. (2) Reactant: [CH3:1]C(C)([O-])C.[K+].C(O)(C)(C)C.[CH2:12]([O:14][C:15](=[O:20])[CH2:16][C:17](=[O:19])[CH3:18])[CH3:13].Br[CH2:22][C:23]1[CH:30]=[CH:29][C:26]([C:27]#[N:28])=[CH:25][CH:24]=1. Product: [CH2:12]([O:14][C:15](=[O:20])[CH:16]([CH2:22][C:23]1[CH:30]=[CH:29][C:26]([C:27]#[N:28])=[CH:25][CH:24]=1)[C:17](=[O:19])[CH2:18][CH3:1])[CH3:13]. The catalyst class is: 30. (3) Reactant: [CH3:1][C:2]1([N:8]2[CH2:17][C:16]3=[CH:18][NH:19][C:14]4[C:15]3=[C:10]([CH:11]=[CH:12][N:13]=4)[C:9]2=[O:20])[CH2:7][CH2:6][NH:5][CH2:4][CH2:3]1.C(N(CC)CC)C.[C:28]([CH2:30][C:31](ON1C(=O)CCC1=O)=[O:32])#[N:29]. Product: [CH3:1][C:2]1([N:8]2[CH2:17][C:16]3=[CH:18][NH:19][C:14]4[C:15]3=[C:10]([CH:11]=[CH:12][N:13]=4)[C:9]2=[O:20])[CH2:7][CH2:6][N:5]([C:31](=[O:32])[CH2:30][C:28]#[N:29])[CH2:4][CH2:3]1. The catalyst class is: 14. (4) Reactant: CC1C=CC(S(O[CH2:12][CH2:13][CH2:14][CH2:15][C:16]2[C:24]3[C:19](=[CH:20][CH:21]=[C:22]([F:25])[CH:23]=3)[NH:18][CH:17]=2)(=O)=O)=CC=1.[CH3:26][C:27]1[N:28]=[C:29]([N:34]2[CH2:39][CH2:38][NH:37][CH2:36][CH2:35]2)[S:30][C:31]=1[C:32]#[N:33].C(=O)([O-])[O-].[K+].[K+].[I-].[K+]. Product: [F:25][C:22]1[CH:23]=[C:24]2[C:19](=[CH:20][CH:21]=1)[NH:18][CH:17]=[C:16]2[CH2:15][CH2:14][CH2:13][CH2:12][N:37]1[CH2:38][CH2:39][N:34]([C:29]2[S:30][C:31]([C:32]#[N:33])=[C:27]([CH3:26])[N:28]=2)[CH2:35][CH2:36]1. The catalyst class is: 10.